Task: Predict which catalyst facilitates the given reaction.. Dataset: Catalyst prediction with 721,799 reactions and 888 catalyst types from USPTO (1) Reactant: [N+:1]([C:4]1[CH:5]=[C:6]2[CH2:15][CH2:14][CH2:13][C:8]3=[N:9][NH:10][C:11]([CH:12]=1)=[C:7]23)([O-:3])=[O:2].[O-]CC.[Na+].[CH2:20]1[O:23][CH:21]1[CH3:22].[Cl-].[NH4+]. Product: [N+:1]([C:4]1[CH:5]=[C:6]2[CH2:15][CH2:14][CH2:13][C:8]3=[N:9][N:10]([CH2:20][CH:21]([OH:23])[CH3:22])[C:11]([CH:12]=1)=[C:7]23)([O-:3])=[O:2]. The catalyst class is: 8. (2) Reactant: [S:1]1[C:5]2[CH:6]=[CH:7][C:8]([NH:10][C:11]3[C:20]4[C:15](=[CH:16][CH:17]=[C:18]([S:21]([CH:24]5[CH2:29][CH2:28][N:27](C(OC(C)(C)C)=O)[CH2:26][CH2:25]5)(=[O:23])=[O:22])[CH:19]=4)[N:14]=[CH:13][CH:12]=3)=[CH:9][C:4]=2[N:3]=[CH:2]1.Cl.C(=O)(O)[O-].[Na+]. Product: [S:1]1[C:5]2[CH:6]=[CH:7][C:8]([NH:10][C:11]3[C:20]4[C:15](=[CH:16][CH:17]=[C:18]([S:21]([CH:24]5[CH2:29][CH2:28][NH:27][CH2:26][CH2:25]5)(=[O:22])=[O:23])[CH:19]=4)[N:14]=[CH:13][CH:12]=3)=[CH:9][C:4]=2[N:3]=[CH:2]1. The catalyst class is: 2. (3) Reactant: Br[C:2]1[CH:7]=[CH:6][N:5]=[CH:4][C:3]=1[N:8]([CH3:25])[C:9](=[O:24])[C:10]1[CH:15]=[C:14]([C:16]([F:19])([F:18])[F:17])[CH:13]=[C:12]([C:20]([F:23])([F:22])[F:21])[CH:11]=1.[F:26][C:27]1[CH:32]=[C:31]([F:33])[CH:30]=[CH:29][C:28]=1B(O)O. Product: [F:26][C:27]1[CH:32]=[C:31]([F:33])[CH:30]=[CH:29][C:28]=1[C:2]1[CH:7]=[CH:6][N:5]=[CH:4][C:3]=1[N:8]([CH3:25])[C:9](=[O:24])[C:10]1[CH:15]=[C:14]([C:16]([F:19])([F:18])[F:17])[CH:13]=[C:12]([C:20]([F:23])([F:22])[F:21])[CH:11]=1. The catalyst class is: 3. (4) Reactant: [F:1][C:2]1[CH:3]=[C:4]([CH:8]=[CH:9][C:10]=1[O:11][CH3:12])[CH:5]=[N:6][OH:7].[CH2:13]1[C:18](=O)N(Cl)C(=O)[CH2:14]1.C(OC(C)=C)(=O)C.CCN(CC)CC. Product: [F:1][C:2]1[CH:3]=[C:4]([C:5]2[CH:14]=[C:13]([CH3:18])[O:7][N:6]=2)[CH:8]=[CH:9][C:10]=1[O:11][CH3:12]. The catalyst class is: 163. (5) Reactant: [C:1]1([C:7]2[N:12]=[CH:11][C:10]([CH:13](O)[CH3:14])=[CH:9][CH:8]=2)[CH:6]=[CH:5][CH:4]=[CH:3][CH:2]=1.[CH:16]1[N:20]=[CH:19][N:18](C([N:18]2[CH:19]=[N:20][CH:16]=[CH:17]2)=O)[CH:17]=1. Product: [N:18]1([CH:13]([C:10]2[CH:9]=[CH:8][C:7]([C:1]3[CH:6]=[CH:5][CH:4]=[CH:3][CH:2]=3)=[N:12][CH:11]=2)[CH3:14])[CH:17]=[CH:16][N:20]=[CH:19]1. The catalyst class is: 37.